This data is from Forward reaction prediction with 1.9M reactions from USPTO patents (1976-2016). The task is: Predict the product of the given reaction. (1) Given the reactants [CH:1]([C:3]1[CH:8]=[CH:7][CH:6]=[CH:5][C:4]=1[CH:9]=[CH2:10])=[CH2:2].[CH:11]([C:13]1[CH:18]=[CH:17][CH:16]=[CH:15][C:14]=1[CH3:19])=[CH2:12].O, predict the reaction product. The product is: [CH:1]([C:3]1[CH:8]=[CH:7][CH:6]=[CH:5][C:4]=1[CH:9]=[CH2:10])=[CH2:2].[CH:11]([C:13]1[CH:18]=[CH:17][CH:16]=[CH:15][C:14]=1[CH3:19])=[CH2:12]. (2) The product is: [C:1]([O:5][C:6]([NH:8][C@H:9]([C:21]([N:79]([CH3:80])[C@H:75]([CH:76]([CH3:78])[CH3:77])/[CH:74]=[C:68](\[CH3:67])/[C:69]([O:71][CH2:72][CH3:73])=[O:70])=[O:23])[C:10]([CH3:20])([CH3:19])[C:11]1[CH:12]=[CH:13][C:14]([O:17][CH3:18])=[CH:15][CH:16]=1)=[O:7])([CH3:2])([CH3:3])[CH3:4]. Given the reactants [C:1]([O:5][C:6]([NH:8][C@H:9]([C:21]([OH:23])=O)[C:10]([CH3:20])([CH3:19])[C:11]1[CH:16]=[CH:15][C:14]([O:17][CH3:18])=[CH:13][CH:12]=1)=[O:7])([CH3:4])([CH3:3])[CH3:2].F[P-](F)(F)(F)(F)F.N1(O[P+](N2CCCC2)(N2CCCC2)N2CCCC2)C2C=CC=CC=2N=N1.C(N(C(C)C)CC)(C)C.Cl.[CH3:67]/[C:68](=[CH:74]\[C@@H:75]([NH:79][CH3:80])[CH:76]([CH3:78])[CH3:77])/[C:69]([O:71][CH2:72][CH3:73])=[O:70], predict the reaction product. (3) Given the reactants [CH:1]([C:4]1[CH:9]=[CH:8][C:7]([NH:10][C:11]([CH:13]2[C:22]3[C:17](=[CH:18][CH:19]=[C:20]([O:23][CH3:24])[CH:21]=3)[CH2:16][CH2:15][CH2:14]2)=[O:12])=[CH:6][CH:5]=1)([CH3:3])[CH3:2].CS(O[CH2:30][CH2:31][C:32]1[CH:37]=[CH:36][C:35]([O:38][CH3:39])=[CH:34][CH:33]=1)(=O)=O, predict the reaction product. The product is: [CH:1]([C:4]1[CH:5]=[CH:6][C:7]([N:10]([CH2:30][CH2:31][C:32]2[CH:37]=[CH:36][C:35]([O:38][CH3:39])=[CH:34][CH:33]=2)[C:11]([CH:13]2[C:22]3[C:17](=[CH:18][CH:19]=[C:20]([O:23][CH3:24])[CH:21]=3)[CH2:16][CH2:15][CH2:14]2)=[O:12])=[CH:8][CH:9]=1)([CH3:3])[CH3:2].